This data is from Reaction yield outcomes from USPTO patents with 853,638 reactions. The task is: Predict the reaction yield, written as a fraction of the theoretical maximum amount of product (1.0 means a 100% yield; for example, 0.34 means a 34% yield). (1) The reactants are [C:1]([N:8]1[CH2:15][CH:14]2[CH:10]([CH2:11][NH:12][CH2:13]2)[CH2:9]1)([O:3][C:4]([CH3:7])([CH3:6])[CH3:5])=[O:2].I[C:17]1[CH:30]=[CH:29][C:28]2[O:27][C:26]3[C:21](=[CH:22][CH:23]=[CH:24][CH:25]=3)[C:20](=[O:31])[C:19]=2[CH:18]=1.CC(C)([O-])C.[Na+]. The catalyst is C1(C)C=CC=CC=1.C1C=CC(/C=C/C(/C=C/C2C=CC=CC=2)=O)=CC=1.C1C=CC(/C=C/C(/C=C/C2C=CC=CC=2)=O)=CC=1.C1C=CC(/C=C/C(/C=C/C2C=CC=CC=2)=O)=CC=1.[Pd].[Pd].C1(P(C2C=CC=CC=2)C2C=CC3C(=CC=CC=3)C=2C2C3C(=CC=CC=3)C=CC=2P(C2C=CC=CC=2)C2C=CC=CC=2)C=CC=CC=1. The product is [C:1]([N:8]1[CH2:9][CH:10]2[CH:14]([CH2:13][N:12]([C:23]3[CH:24]=[CH:25][C:26]4[O:27][C:28]5[C:19](=[CH:18][CH:17]=[CH:30][CH:29]=5)[C:20](=[O:31])[C:21]=4[CH:22]=3)[CH2:11]2)[CH2:15]1)([O:3][C:4]([CH3:7])([CH3:6])[CH3:5])=[O:2]. The yield is 0.610. (2) The reactants are [Br:1][C:2]1[CH:3]=[CH:4][C:5]([O:10][CH2:11][CH3:12])=[C:6]([CH:9]=1)[CH:7]=[O:8].C(O)C.[BH4-].[Na+]. The catalyst is C1COCC1. The product is [Br:1][C:2]1[CH:3]=[CH:4][C:5]([O:10][CH2:11][CH3:12])=[C:6]([CH:9]=1)[CH2:7][OH:8]. The yield is 0.460. (3) The reactants are S(Cl)(Cl)=O.[CH:5]12[CH2:14][CH:9]3[CH2:10][CH:11]([CH2:13][CH:7]([CH2:8]3)[CH:6]1[CH2:15][C:16](O)=[O:17])[CH2:12]2.[NH2:19][N:20]1[C:29](=[O:30])[C:28]2[C:23](=[CH:24][CH:25]=[CH:26][CH:27]=2)[N:22]=[C:21]1[CH:31]([CH3:33])[CH3:32].C(N(C(C)C)CC)(C)C. No catalyst specified. The product is [CH:5]12[CH2:14][CH:9]3[CH2:10][CH:11]([CH2:13][CH:7]([CH2:8]3)[CH:6]1[CH2:15][C:16]([NH:19][N:20]1[C:29](=[O:30])[C:28]3[C:23](=[CH:24][CH:25]=[CH:26][CH:27]=3)[N:22]=[C:21]1[CH:31]([CH3:33])[CH3:32])=[O:17])[CH2:12]2. The yield is 0.220. (4) The reactants are [Cl:1][C:2]1[C:3]([C:21]2[C:29]3[C:24](=[CH:25][CH:26]=[CH:27][CH:28]=3)[N:23]([CH3:30])[CH:22]=2)=[N:4][C:5]([NH:8][C:9]2[CH:14]=[C:13]([N+:15]([O-:17])=[O:16])[C:12](F)=[CH:11][C:10]=2[O:19][CH3:20])=[N:6][CH:7]=1.[CH3:31][N:32]([CH3:38])[C@@H:33]1[CH2:37][CH2:36][NH:35][CH2:34]1. The catalyst is CC(N(C)C)=O. The product is [Cl:1][C:2]1[C:3]([C:21]2[C:29]3[C:24](=[CH:25][CH:26]=[CH:27][CH:28]=3)[N:23]([CH3:30])[CH:22]=2)=[N:4][C:5]([NH:8][C:9]2[CH:14]=[C:13]([N+:15]([O-:17])=[O:16])[C:12]([N:35]3[CH2:36][CH2:37][C@@H:33]([N:32]([CH3:38])[CH3:31])[CH2:34]3)=[CH:11][C:10]=2[O:19][CH3:20])=[N:6][CH:7]=1. The yield is 0.890. (5) The reactants are [F:1][C:2]1[CH:7]=[CH:6][C:5]([C:8]2[N:9]=[CH:10][N:11]3[C:20]=2[CH:19]=[C:18]2[C@@:13]([CH3:32])([C@@H:14]([CH:21]([OH:31])[C:22]4[S:26][C:25]([C:27]([O:29][CH3:30])=[O:28])=[CH:24][CH:23]=4)[CH2:15][CH2:16][CH2:17]2)[CH2:12]3)=[CH:4][CH:3]=1.N1C=CC=CC=1.CC(OI1(OC(C)=O)(OC(C)=O)OC(=O)C2C=CC=CC1=2)=O. The catalyst is C(Cl)Cl. The product is [F:1][C:2]1[CH:7]=[CH:6][C:5]([C:8]2[N:9]=[CH:10][N:11]3[C:20]=2[CH:19]=[C:18]2[C@@:13]([CH3:32])([C@@H:14]([C:21]([C:22]4[S:26][C:25]([C:27]([O:29][CH3:30])=[O:28])=[CH:24][CH:23]=4)=[O:31])[CH2:15][CH2:16][CH2:17]2)[CH2:12]3)=[CH:4][CH:3]=1. The yield is 0.780. (6) The reactants are C(OC(=O)[NH:5][C:6]1[N:15]([CH2:16][C:17]2[CH:22]=[CH:21][C:20]([O:23][CH2:24][C:25]3[CH:26]=[N:27][C:28]([O:31][CH3:32])=[CH:29][CH:30]=3)=[C:19]([O:33][CH3:34])[CH:18]=2)[C:9]2=[N:10][CH:11]=[C:12]([I:14])[CH:13]=[C:8]2[N:7]=1)C.[OH-].[K+]. The catalyst is C(O)CO.O.[Cl-].[Na+].O. The product is [I:14][C:12]1[CH:13]=[C:8]2[N:7]=[C:6]([NH2:5])[N:15]([CH2:16][C:17]3[CH:22]=[CH:21][C:20]([O:23][CH2:24][C:25]4[CH:26]=[N:27][C:28]([O:31][CH3:32])=[CH:29][CH:30]=4)=[C:19]([O:33][CH3:34])[CH:18]=3)[C:9]2=[N:10][CH:11]=1. The yield is 0.560. (7) The reactants are [Cl:1][C:2]1[N:7]=[C:6]([C:8]2[S:12][C:11]([N:13]3[CH2:18][CH2:17][O:16][CH2:15][CH2:14]3)=[N:10][C:9]=2[C:19]2[C:20]([O:32][CH3:33])=[C:21]([NH:25]C(=O)OCC=C)[CH:22]=[CH:23][CH:24]=2)[CH:5]=[CH:4][N:3]=1.C(O)(=O)C.C([SnH](CCCC)CCCC)CCC. The catalyst is C(Cl)Cl.Cl[Pd](Cl)([P](C1C=CC=CC=1)(C1C=CC=CC=1)C1C=CC=CC=1)[P](C1C=CC=CC=1)(C1C=CC=CC=1)C1C=CC=CC=1. The product is [Cl:1][C:2]1[N:7]=[C:6]([C:8]2[S:12][C:11]([N:13]3[CH2:14][CH2:15][O:16][CH2:17][CH2:18]3)=[N:10][C:9]=2[C:19]2[C:20]([O:32][CH3:33])=[C:21]([CH:22]=[CH:23][CH:24]=2)[NH2:25])[CH:5]=[CH:4][N:3]=1. The yield is 0.791. (8) The reactants are [CH3:1][C:2]1[C:20]([C:21]2[S:22][C:23]([C:32]3[N:36]=[CH:35][NH:34][N:33]=3)=[C:24]([C:26]3[CH:31]=[CH:30][CH:29]=[CH:28][CH:27]=3)[N:25]=2)=[C:5]2[CH:6]=[C:7]([O:10][CH2:11][CH2:12][N:13]3[CH2:18][CH2:17][N:16]([CH3:19])[CH2:15][CH2:14]3)[CH:8]=[CH:9][N:4]2[N:3]=1.O.[C:38]1([CH3:48])[CH:43]=[CH:42][C:41]([S:44]([OH:47])(=[O:46])=[O:45])=[CH:40][CH:39]=1. The catalyst is CCOC(C)=O. The product is [C:38]1([CH3:48])[CH:39]=[CH:40][C:41]([S:44]([OH:47])(=[O:45])=[O:46])=[CH:42][CH:43]=1.[C:38]1([CH3:48])[CH:39]=[CH:40][C:41]([S:44]([OH:47])(=[O:45])=[O:46])=[CH:42][CH:43]=1.[CH3:1][C:2]1[C:20]([C:21]2[S:22][C:23]([C:32]3[N:36]=[CH:35][NH:34][N:33]=3)=[C:24]([C:26]3[CH:31]=[CH:30][CH:29]=[CH:28][CH:27]=3)[N:25]=2)=[C:5]2[CH:6]=[C:7]([O:10][CH2:11][CH2:12][N:13]3[CH2:14][CH2:15][N:16]([CH3:19])[CH2:17][CH2:18]3)[CH:8]=[CH:9][N:4]2[N:3]=1. The yield is 0.870. (9) The reactants are [Cl:1][C:2]1[C:3]([O:12][C:13]2[CH:18]=[C:17]([O:19][CH2:20][CH2:21][O:22][CH3:23])[CH:16]=[CH:15][C:14]=2[CH2:24][OH:25])=[N:4][CH:5]=[C:6]([C:8]([F:11])([F:10])[F:9])[CH:7]=1.Cl[S:27]([N:30]=[C:31]=[O:32])(=[O:29])=[O:28].[N:33]1[CH:38]=[CH:37][CH:36]=[CH:35]C=1.Cl. The catalyst is C1(C)C=CC=CC=1.C(OCC)(=O)C. The product is [CH:37]1([CH2:38][NH:33][S:27]([NH:30][C:31](=[O:32])[O:25][CH2:24][C:14]2[CH:15]=[CH:16][C:17]([O:19][CH2:20][CH2:21][O:22][CH3:23])=[CH:18][C:13]=2[O:12][C:3]2[C:2]([Cl:1])=[CH:7][C:6]([C:8]([F:9])([F:11])[F:10])=[CH:5][N:4]=2)(=[O:29])=[O:28])[CH2:35][CH2:36]1. The yield is 0.630.